From a dataset of Forward reaction prediction with 1.9M reactions from USPTO patents (1976-2016). Predict the product of the given reaction. (1) Given the reactants OS(O)(=O)=O.O=S(=O)=O.[N+:10]([O-:13])(O)=[O:11].[Br:14][C:15]1[C:16]([F:26])=[CH:17][CH:18]=[C:19]2[C:24]=1[N:23]=[C:22]([Cl:25])[CH:21]=[CH:20]2.[N+]([O-])(O)=O, predict the reaction product. The product is: [Br:14][C:15]1[C:16]([F:26])=[CH:17][C:18]([N+:10]([O-:13])=[O:11])=[C:19]2[C:24]=1[N:23]=[C:22]([Cl:25])[CH:21]=[CH:20]2. (2) Given the reactants [CH3:1][S:2](Cl)(=[O:4])=[O:3].[F:6][C:7]([F:23])([F:22])[C:8]1[N:12]2[N:13]=[C:14]([N:17]3[CH2:20][CH:19]([OH:21])[CH2:18]3)[CH:15]=[CH:16][C:11]2=[N:10][N:9]=1.C(N(CC)CC)C, predict the reaction product. The product is: [CH3:1][S:2]([O:21][CH:19]1[CH2:20][N:17]([C:14]2[CH:15]=[CH:16][C:11]3[N:12]([C:8]([C:7]([F:6])([F:22])[F:23])=[N:9][N:10]=3)[N:13]=2)[CH2:18]1)(=[O:4])=[O:3]. (3) The product is: [OH:4][CH2:5][C@@H:6]1[C@@H:11]([OH:12])[C@H:10]([OH:16])[C@H:9]([OH:17])[C@@H:8]([C:18]2[CH:27]=[CH:26][C:25]3[C:20](=[CH:21][CH:22]=[C:23]([OH:28])[CH:24]=3)[CH:19]=2)[O:7]1. Given the reactants C([O:4][CH2:5][C@@H:6]1[C@@H:11]([O:12]C(=O)C)[C@H:10]([OH:16])[C@H:9]([OH:17])[C@@H:8]([C:18]2[CH:27]=[CH:26][C:25]3[C:20](=[CH:21][CH:22]=[C:23]([OH:28])[CH:24]=3)[CH:19]=2)[O:7]1)(=O)C.C(OC[C@@H]1[C@@H](OC(=O)C)[C@H](OC(=O)C)[C@H](OC(=O)C)[C@@H](C2C=CC3C(=CC=C(OS(C(F)(F)F)(=O)=O)C=3)C=2)O1)(=O)C.CO[Na], predict the reaction product.